This data is from Full USPTO retrosynthesis dataset with 1.9M reactions from patents (1976-2016). The task is: Predict the reactants needed to synthesize the given product. Given the product [Cl:1][C:2]1[CH:3]=[CH:4][C:5]([NH:8][C:9](=[O:23])[NH:10][CH:11]([CH2:16][C:17]2[CH:22]=[CH:21][CH:20]=[CH:19][CH:18]=2)[C:12]([OH:14])=[O:13])=[CH:6][CH:7]=1, predict the reactants needed to synthesize it. The reactants are: [Cl:1][C:2]1[CH:7]=[CH:6][C:5]([NH:8][C:9](=[O:23])[NH:10][CH:11]([CH2:16][C:17]2[CH:22]=[CH:21][CH:20]=[CH:19][CH:18]=2)[C:12]([O:14]C)=[O:13])=[CH:4][CH:3]=1.[OH-].[Na+].C1COCC1.